This data is from Catalyst prediction with 721,799 reactions and 888 catalyst types from USPTO. The task is: Predict which catalyst facilitates the given reaction. (1) Reactant: [C:1]([C:4]1[CH:9]=[CH:8][C:7]([N:10]2[C:14]3=[N:15][CH:16]=[CH:17][C:18]([C:19]4[CH:20]=[N:21][C:22]5[C:27]([CH:28]=4)=[CH:26][CH:25]=[CH:24][CH:23]=5)=[C:13]3[C:12]([CH:29]([CH3:31])[CH3:30])=[N:11]2)=[CH:6][C:5]=1[NH:32][CH:33]1[CH2:38][CH2:37][N:36](C(OC(C)(C)C)=O)[CH2:35][CH2:34]1)(=[O:3])[NH2:2].C(Cl)(Cl)Cl.O.C(=O)(O)[O-].[Na+]. Product: [CH:29]([C:12]1[C:13]2[C:14](=[N:15][CH:16]=[CH:17][C:18]=2[C:19]2[CH:20]=[N:21][C:22]3[C:27]([CH:28]=2)=[CH:26][CH:25]=[CH:24][CH:23]=3)[N:10]([C:7]2[CH:8]=[CH:9][C:4]([C:1]([NH2:2])=[O:3])=[C:5]([NH:32][CH:33]3[CH2:34][CH2:35][NH:36][CH2:37][CH2:38]3)[CH:6]=2)[N:11]=1)([CH3:31])[CH3:30]. The catalyst class is: 55. (2) Reactant: Cl[C:2]1[CH:7]=[CH:6][N:5]=[C:4]([C:8]2[C:13]3[O:14][C:15]4[C:20]([CH:21]([CH3:23])[CH3:22])=[CH:19][CH:18]=[CH:17][C:16]=4[C:12]=3[CH:11]=[CH:10][CH:9]=2)[CH:3]=1.P([O-])([O-])([O-])=O.[K+].[K+].[K+].[CH3:32][C:33]1(C)[C:37](C)(C)OB(C(C)=C)O1.C1(P(C2CCCCC2)C2C=CC=CC=2C2C(OC)=CC=CC=2OC)CCCCC1. Product: [CH:21]([C:20]1[C:15]2[O:14][C:13]3[C:8]([C:4]4[CH:3]=[C:2]([C:33]([CH3:37])=[CH2:32])[CH:7]=[CH:6][N:5]=4)=[CH:9][CH:10]=[CH:11][C:12]=3[C:16]=2[CH:17]=[CH:18][CH:19]=1)([CH3:23])[CH3:22]. The catalyst class is: 882.